From a dataset of Reaction yield outcomes from USPTO patents with 853,638 reactions. Predict the reaction yield, written as a fraction of the theoretical maximum amount of product (1.0 means a 100% yield; for example, 0.34 means a 34% yield). (1) The reactants are Cl[CH:2]([C:4]1[C:5]([O:24][CH3:25])=[C:6]([CH:13]2[CH2:16][N:15]([C:17]([O:19][C:20]([CH3:23])([CH3:22])[CH3:21])=[O:18])[CH2:14]2)[C:7]([C:11]#[N:12])=[C:8]([CH3:10])[CH:9]=1)[CH3:3].C(=O)([O-])[O-].[Cs+].[Cs+].[CH3:32][C:33]1[C:41]2[C:36](=[N:37][CH:38]=[N:39][C:40]=2[NH2:42])[NH:35][N:34]=1. The catalyst is CN(C)C=O.C(OCC)(=O)C. The product is [NH2:42][C:40]1[N:39]=[CH:38][N:37]=[C:36]2[N:35]([CH:2]([C:4]3[C:5]([O:24][CH3:25])=[C:6]([CH:13]4[CH2:16][N:15]([C:17]([O:19][C:20]([CH3:23])([CH3:22])[CH3:21])=[O:18])[CH2:14]4)[C:7]([C:11]#[N:12])=[C:8]([CH3:10])[CH:9]=3)[CH3:3])[N:34]=[C:33]([CH3:32])[C:41]=12. The yield is 0.500. (2) The reactants are [CH2:1]([O:19][CH:20]([CH2:25][O:26][CH2:27][CH2:28][CH2:29][CH2:30][CH2:31][CH2:32][CH2:33][CH2:34][CH:35]=[CH:36][CH2:37][CH2:38][CH2:39][CH2:40][CH2:41][CH2:42][CH2:43][CH3:44])[CH2:21][N:22]([CH3:24])[CH3:23])[CH2:2][CH2:3][CH2:4][CH2:5][CH2:6][CH2:7][CH2:8][CH:9]=[CH:10][CH2:11][CH2:12][CH2:13][CH2:14][CH2:15][CH2:16][CH2:17][CH3:18].S(OCCCCCCCCC=CCCCCCCCC)(=O)(=O)C.CN(C)CC(O)CO.[OH:76][CH2:77][CH2:78][C:79](=[O:94])[CH2:80][CH2:81][C:82](=[O:93])[CH2:83][CH2:84][O:85][C:86](=[O:92])[CH2:87][CH2:88][CH2:89][CH2:90][Br:91]. The catalyst is CC(C)=O. The product is [Br-:91].[CH2:1]([O:19][CH:20]([CH2:25][O:26][CH2:27][CH2:28][CH2:29][CH2:30][CH2:31][CH2:32][CH2:33][CH2:34][CH:35]=[CH:36][CH2:37][CH2:38][CH2:39][CH2:40][CH2:41][CH2:42][CH2:43][CH3:44])[CH2:21][N+:22]([CH2:90][CH2:89][CH2:88][CH2:87][C:86]([O:85][CH2:84][CH2:83][C:82](=[O:93])[CH2:81][CH2:80][C:79](=[O:94])[CH2:78][CH2:77][OH:76])=[O:92])([CH3:24])[CH3:23])[CH2:2][CH2:3][CH2:4][CH2:5][CH2:6][CH2:7][CH2:8][CH:9]=[CH:10][CH2:11][CH2:12][CH2:13][CH2:14][CH2:15][CH2:16][CH2:17][CH3:18]. The yield is 0.270.